From a dataset of NCI-60 drug combinations with 297,098 pairs across 59 cell lines. Regression. Given two drug SMILES strings and cell line genomic features, predict the synergy score measuring deviation from expected non-interaction effect. (1) Drug 1: CCC1(CC2CC(C3=C(CCN(C2)C1)C4=CC=CC=C4N3)(C5=C(C=C6C(=C5)C78CCN9C7C(C=CC9)(C(C(C8N6C=O)(C(=O)OC)O)OC(=O)C)CC)OC)C(=O)OC)O.OS(=O)(=O)O. Drug 2: CN(CCCl)CCCl.Cl. Cell line: HCT-15. Synergy scores: CSS=32.9, Synergy_ZIP=-9.94, Synergy_Bliss=-6.04, Synergy_Loewe=-0.584, Synergy_HSA=-2.68. (2) Drug 1: CC1=C(C=C(C=C1)NC2=NC=CC(=N2)N(C)C3=CC4=NN(C(=C4C=C3)C)C)S(=O)(=O)N.Cl. Drug 2: CC1C(C(CC(O1)OC2CC(CC3=C2C(=C4C(=C3O)C(=O)C5=CC=CC=C5C4=O)O)(C(=O)C)O)N)O. Cell line: SN12C. Synergy scores: CSS=52.8, Synergy_ZIP=-3.03, Synergy_Bliss=-2.07, Synergy_Loewe=0.993, Synergy_HSA=2.24. (3) Drug 1: C1=CC(=C2C(=C1NCCNCCO)C(=O)C3=C(C=CC(=C3C2=O)O)O)NCCNCCO. Drug 2: CS(=O)(=O)OCCCCOS(=O)(=O)C. Cell line: IGROV1. Synergy scores: CSS=38.4, Synergy_ZIP=2.19, Synergy_Bliss=1.67, Synergy_Loewe=-24.8, Synergy_HSA=5.63.